From a dataset of Full USPTO retrosynthesis dataset with 1.9M reactions from patents (1976-2016). Predict the reactants needed to synthesize the given product. (1) Given the product [C:4]([OH:6])(=[O:5])[CH2:2][CH2:3][CH2:14][CH2:15][C:16]([OH:18])=[O:17], predict the reactants needed to synthesize it. The reactants are: N[CH:2]([C:4]([OH:6])=[O:5])[CH3:3].[C:16]([OH:18])(=[O:17])[CH2:15][CH2:14]CCCC[CH2:14][CH2:15][C:16]([OH:18])=[O:17].C1(=O)NCCCCC1. (2) Given the product [N:27]1([CH2:2][CH2:3][CH2:4][O:5][C:6]2[CH:11]=[CH:10][C:9]([C@@H:12]3[O:17][CH2:16][CH2:15][N:14]([C:18]([O:20][C:21]([CH3:24])([CH3:23])[CH3:22])=[O:19])[CH2:13]3)=[CH:8][CH:7]=2)[CH2:31][CH2:30][CH2:29][CH2:28]1, predict the reactants needed to synthesize it. The reactants are: Br[CH2:2][CH2:3][CH2:4][O:5][C:6]1[CH:11]=[CH:10][C:9]([C@@H:12]2[O:17][CH2:16][CH2:15][N:14]([C:18]([O:20][C:21]([CH3:24])([CH3:23])[CH3:22])=[O:19])[CH2:13]2)=[CH:8][CH:7]=1.[H-].[Na+].[NH:27]1[CH2:31][CH2:30][CH2:29][CH2:28]1. (3) Given the product [NH:1]1[C:5]2[CH:6]=[CH:7][CH:8]=[CH:9][C:4]=2[N:3]=[C:2]1[CH2:10][N:11]([CH2:22][CH2:23][CH:24]([CH3:26])[CH3:25])[CH:12]1[C:21]2[N:20]=[CH:19][CH:18]=[CH:17][C:16]=2[CH2:15][CH2:14][CH2:13]1, predict the reactants needed to synthesize it. The reactants are: [NH:1]1[C:5]2[CH:6]=[CH:7][CH:8]=[CH:9][C:4]=2[N:3]=[C:2]1[CH2:10][NH:11][CH:12]1[C:21]2[N:20]=[CH:19][CH:18]=[CH:17][C:16]=2[CH2:15][CH2:14][CH2:13]1.[CH:22](=O)[CH2:23][CH:24]([CH3:26])[CH3:25].C(N(CC1N(CCC#N)C2C=CC=CC=2N=1)C1C2N=CC=CC=2CCC1)C. (4) Given the product [CH3:1][O:2][CH2:3][CH2:4][N:5]1[CH2:9][C@@H:8]([C:10]2[CH:11]=[CH:12][N:13]=[CH:14][CH:15]=2)[C@H:7]([NH:22][C:26](=[O:36])[O:53][CH2:46][C:47]2[CH:52]=[CH:51][CH:50]=[CH:49][CH:48]=2)[CH2:6]1, predict the reactants needed to synthesize it. The reactants are: [CH3:1][O:2][CH2:3][CH2:4][N:5]1[CH2:9][C@@H:8]([C:10]2[CH:15]=[CH:14][N:13]=[CH:12][CH:11]=2)[C@H:7](C([O-])=O)[CH2:6]1.[Li+].CC[N:22]([CH:26](C)C)C(C)C.C1(P(N=[N+]=[N-])(C2C=CC=CC=2)=[O:36])C=CC=CC=1.[CH2:46]([OH:53])[C:47]1[CH:52]=[CH:51][CH:50]=[CH:49][CH:48]=1. (5) Given the product [F:12][C:13]1[CH:14]=[C:15]2[C:19](=[CH:20][CH:21]=1)[N:18]([CH2:31][C:32]1[O:33][C:34]([C:37]([F:40])([F:39])[F:38])=[CH:35][CH:36]=1)[C:17](=[O:22])[C:16]2=[O:23], predict the reactants needed to synthesize it. The reactants are: N1C2C(=CC=CC=2)C(=O)C1=O.[F:12][C:13]1[CH:14]=[C:15]2[C:19](=[CH:20][CH:21]=1)[NH:18][C:17](=[O:22])[C:16]2=[O:23].BrCCC1CC1.Br[CH2:31][C:32]1[O:33][C:34]([C:37]([F:40])([F:39])[F:38])=[CH:35][CH:36]=1. (6) Given the product [NH3:5].[CH:1]1([CH2:4][NH:5][CH2:6][CH2:7][OH:8])[CH2:3][CH2:2]1, predict the reactants needed to synthesize it. The reactants are: [CH:1]1([CH2:4][NH:5][C:6](=O)[C:7](OCC)=[O:8])[CH2:3][CH2:2]1.Cl[Si](C)(C)C.Cl.N.